This data is from Merck oncology drug combination screen with 23,052 pairs across 39 cell lines. The task is: Regression. Given two drug SMILES strings and cell line genomic features, predict the synergy score measuring deviation from expected non-interaction effect. (1) Drug 1: CN(C)C(=N)N=C(N)N. Drug 2: Cn1nnc2c(C(N)=O)ncn2c1=O. Cell line: ZR751. Synergy scores: synergy=-71.8. (2) Drug 1: COC1=C2CC(C)CC(OC)C(O)C(C)C=C(C)C(OC(N)=O)C(OC)C=CC=C(C)C(=O)NC(=CC1=O)C2=O. Drug 2: Cn1c(=O)n(-c2ccc(C(C)(C)C#N)cc2)c2c3cc(-c4cnc5ccccc5c4)ccc3ncc21. Cell line: A375. Synergy scores: synergy=20.7. (3) Drug 1: CC1CC2C3CCC4=CC(=O)C=CC4(C)C3(F)C(O)CC2(C)C1(O)C(=O)CO. Drug 2: N#Cc1ccc(Cn2cncc2CN2CCN(c3cccc(Cl)c3)C(=O)C2)cc1. Cell line: OVCAR3. Synergy scores: synergy=-6.19. (4) Drug 1: Cn1nnc2c(C(N)=O)ncn2c1=O. Drug 2: Cn1cc(-c2cnn3c(N)c(Br)c(C4CCCNC4)nc23)cn1. Cell line: A375. Synergy scores: synergy=7.61. (5) Drug 1: CN(C)C(=N)N=C(N)N. Drug 2: NC1(c2ccc(-c3nc4ccn5c(=O)[nH]nc5c4cc3-c3ccccc3)cc2)CCC1. Cell line: UACC62. Synergy scores: synergy=-3.48.